From a dataset of Full USPTO retrosynthesis dataset with 1.9M reactions from patents (1976-2016). Predict the reactants needed to synthesize the given product. (1) The reactants are: I[C:2]1[C:10]2[C:5](=[CH:6][CH:7]=[CH:8][CH:9]=2)[NH:4][CH:3]=1.[C:11]([OH:16])#[C:12][CH2:13][C:14]#[CH:15]. Given the product [NH:4]1[C:5]2[C:10](=[CH:9][CH:8]=[CH:7][CH:6]=2)[C:2]([C:15]#[C:14][CH2:13][CH2:12][CH2:11][OH:16])=[CH:3]1, predict the reactants needed to synthesize it. (2) Given the product [CH2:15]([C:12]([C:17]1[CH:32]=[CH:31][C:20]2[CH:21]=[C:22]([C:24]([N:26]([CH2:27][C:28]([OH:30])=[O:29])[CH3:39])=[O:25])[O:23][C:19]=2[CH:18]=1)([C:9]1[CH:10]=[CH:11][C:6]([O:5][CH2:4][CH:3]([OH:34])[C:2]([CH3:1])([CH3:35])[CH3:36])=[C:7]([CH3:33])[CH:8]=1)[CH2:13][CH3:14])[CH3:16], predict the reactants needed to synthesize it. The reactants are: [CH3:1][C:2]([CH3:36])([CH3:35])[C:3](=[O:34])[CH2:4][O:5][C:6]1[CH:11]=[CH:10][C:9]([C:12]([C:17]2[CH:32]=[CH:31][C:20]3[CH:21]=[C:22]([C:24]([NH:26][CH2:27][C:28]([OH:30])=[O:29])=[O:25])[O:23][C:19]=3[CH:18]=2)([CH2:15][CH3:16])[CH2:13][CH3:14])=[CH:8][C:7]=1[CH3:33].[BH4-].[Na+].[CH2:39]1COCC1. (3) Given the product [C:1]([N:4]1[CH2:5][C:6]([CH2:38][C:39]([OH:41])=[O:40])([C:8]2[CH:13]=[CH:12][C:11]([O:14][CH2:15][C:16]3[CH:17]=[C:18]([C:22]4[C:23]([CH3:37])=[CH:24][C:25]([O:29][CH2:30][CH2:31][CH2:32][S:33]([CH3:36])(=[O:34])=[O:35])=[CH:26][C:27]=4[CH3:28])[CH:19]=[CH:20][CH:21]=3)=[CH:10][CH:9]=2)[CH2:7]1)(=[O:3])[CH3:2], predict the reactants needed to synthesize it. The reactants are: [C:1]([N:4]1[CH2:7][C:6]([CH2:38][C:39]([O:41]CC)=[O:40])([C:8]2[CH:13]=[CH:12][C:11]([O:14][CH2:15][C:16]3[CH:17]=[C:18]([C:22]4[C:27]([CH3:28])=[CH:26][C:25]([O:29][CH2:30][CH2:31][CH2:32][S:33]([CH3:36])(=[O:35])=[O:34])=[CH:24][C:23]=4[CH3:37])[CH:19]=[CH:20][CH:21]=3)=[CH:10][CH:9]=2)[CH2:5]1)(=[O:3])[CH3:2].O.[OH-].[Li+]. (4) The reactants are: [Cl:1][C:2]1[N:10]=[C:9]2[C:5]([NH:6][CH:7]=[N:8]2)=[C:4]([Cl:11])[N:3]=1.[CH:12]1(O)[CH2:16][CH2:15][CH2:14][CH2:13]1.C1(P(C2C=CC=CC=2)C2C=CC=CC=2)C=CC=CC=1.N(C(OCC)=O)=NC(OCC)=O. Given the product [Cl:1][C:2]1[N:10]=[C:9]2[C:5]([N:6]=[CH:7][N:8]2[CH:12]2[CH2:16][CH2:15][CH2:14][CH2:13]2)=[C:4]([Cl:11])[N:3]=1, predict the reactants needed to synthesize it. (5) The reactants are: [CH3:1][O:2][C:3]1[CH:8]=[CH:7][C:6]([O:9][C:10](Cl)=[O:11])=[CH:5][CH:4]=1.[NH2:13][C:14]1[CH:15]=[C:16]([C:20]2[C:24]([Br:25])=[CH:23][N:22]([CH3:26])[N:21]=2)[CH:17]=[CH:18][CH:19]=1.C(N(CC)CC)C.CCOC(C)=O.CCCCCC. Given the product [Br:25][C:24]1[C:20]([C:16]2[CH:15]=[C:14]([NH:13][C:10]([O:9][C:6]3[CH:7]=[CH:8][C:3]([O:2][CH3:1])=[CH:4][CH:5]=3)=[O:11])[CH:19]=[CH:18][CH:17]=2)=[N:21][N:22]([CH3:26])[CH:23]=1, predict the reactants needed to synthesize it. (6) Given the product [CH2:1]([N:8]([CH2:21][C:22]1[CH:51]=[CH:50][C:25]([O:26][C:27]2[CH:28]=[CH:29][C:30]([O:31][CH2:32][CH2:33][CH2:34][C:35]([NH:37][C@H:38]([C:41]([OH:43])=[O:42])[CH2:39][OH:40])=[O:36])=[CH:48][CH:49]=2)=[CH:24][CH:23]=1)[C:9]1[CH:14]=[CH:13][CH:12]=[C:11]([NH:15][S:16]([CH3:19])(=[O:18])=[O:17])[C:10]=1[CH3:20])[C:2]1[CH:3]=[CH:4][CH:5]=[CH:6][CH:7]=1, predict the reactants needed to synthesize it. The reactants are: [CH2:1]([N:8]([CH2:21][C:22]1[CH:51]=[CH:50][C:25]([O:26][C:27]2[CH:49]=[CH:48][C:30]([O:31][CH2:32][CH2:33][CH2:34][C:35]([NH:37][C@H:38]([C:41]([O:43]C(C)(C)C)=[O:42])[CH2:39][OH:40])=[O:36])=[CH:29][CH:28]=2)=[CH:24][CH:23]=1)[C:9]1[CH:14]=[CH:13][CH:12]=[C:11]([NH:15][S:16]([CH3:19])(=[O:18])=[O:17])[C:10]=1[CH3:20])[C:2]1[CH:7]=[CH:6][CH:5]=[CH:4][CH:3]=1.FC(F)(F)C(O)=O. (7) Given the product [C:54]([NH:62][CH2:63][C@@H:64]([C@H:69]([OH:71])[CH3:70])[C:65]([O:67][CH3:68])=[O:66])(=[O:61])[C:55]1[CH:56]=[CH:57][CH:58]=[CH:59][CH:60]=1, predict the reactants needed to synthesize it. The reactants are: P([O-])([O-])([O-])=O.C1N=C(N)C2N=CN([C@@H]3O[C@H](COP(OP(OC[C@H]4O[C@@H](N5C=C(C(N)=O)CC=C5)[C@H](O)[C@@H]4O)(O)=O)(O)=O)[C@@H](O)[C@H]3OP(O)(O)=O)C=2N=1.[C:54]([NH:62][CH2:63][CH:64]([C:69](=[O:71])[CH3:70])[C:65]([O:67][CH3:68])=[O:66])(=[O:61])[C:55]1[CH:60]=[CH:59][CH:58]=[CH:57][CH:56]=1. (8) Given the product [Cl:10][C:7]1[CH:8]=[CH:9][C:4]([CH:11]([CH3:12])[C:23]#[N:24])=[CH:5][CH:6]=1, predict the reactants needed to synthesize it. The reactants are: CC([C:4]1[CH:9]=[CH:8][C:7]([Cl:10])=[CH:6][CH:5]=1)=O.[CH2:11](O)[CH3:12].C1(C)C=CC(S([CH2:23][N+:24]#[C-])(=O)=O)=CC=1.CC(C)([O-])C.[K+]. (9) Given the product [Cl:1][C:2]1[CH:3]=[CH:4][C:5]2[N:11]3[C:12]([C:15]([F:18])([F:17])[F:16])=[N:13][N:14]=[C:10]3[C@H:9]([CH2:19][C:20]([OH:22])=[O:21])[O:8][C@@H:7]([C:25]3[CH:30]=[CH:29][CH:28]=[C:27]([O:31][CH3:32])[C:26]=3[Cl:33])[C:6]=2[CH:34]=1, predict the reactants needed to synthesize it. The reactants are: [Cl:1][C:2]1[CH:3]=[CH:4][C:5]2[N:11]3[C:12]([C:15]([F:18])([F:17])[F:16])=[N:13][N:14]=[C:10]3[C@H:9]([CH2:19][C:20]([O:22]CC)=[O:21])[O:8][C@@H:7]([C:25]3[CH:30]=[CH:29][CH:28]=[C:27]([O:31][CH3:32])[C:26]=3[Cl:33])[C:6]=2[CH:34]=1.Cl. (10) Given the product [CH3:20][N:19]([CH3:21])[C:17](=[O:18])[CH2:16][NH:15][C:2]1[O:3][C:4]2[C:5](=[C:7]([C:11]([O:13][CH3:14])=[O:12])[CH:8]=[CH:9][CH:10]=2)[N:6]=1, predict the reactants needed to synthesize it. The reactants are: Cl[C:2]1[O:3][C:4]2[C:5](=[C:7]([C:11]([O:13][CH3:14])=[O:12])[CH:8]=[CH:9][CH:10]=2)[N:6]=1.[NH2:15][CH2:16][C:17]([N:19]([CH3:21])[CH3:20])=[O:18].